This data is from Reaction yield outcomes from USPTO patents with 853,638 reactions. The task is: Predict the reaction yield, written as a fraction of the theoretical maximum amount of product (1.0 means a 100% yield; for example, 0.34 means a 34% yield). The reactants are Br[CH2:2][CH2:3][O:4][C:5]1[CH:14]=[C:13]2[C:8]([C:9]([NH:15][C:16]3[CH:21]=[CH:20][C:19]([Cl:22])=[CH:18][C:17]=3[F:23])=[N:10][CH:11]=[N:12]2)=[CH:7][C:6]=1[O:24][CH3:25].[CH2:26]([O:28][C:29]([N:31]1[CH2:36][CH2:35][NH:34][CH2:33][CH2:32]1)=[O:30])[CH3:27]. The catalyst is O. The product is [ClH:22].[Cl:22][C:19]1[CH:20]=[CH:21][C:16]([NH:15][C:9]2[C:8]3[C:13](=[CH:14][C:5]([O:4][CH2:3][CH2:2][N:34]4[CH2:33][CH2:32][N:31]([C:29]([O:28][CH2:26][CH3:27])=[O:30])[CH2:36][CH2:35]4)=[C:6]([O:24][CH3:25])[CH:7]=3)[N:12]=[CH:11][N:10]=2)=[C:17]([F:23])[CH:18]=1. The yield is 0.460.